Dataset: Full USPTO retrosynthesis dataset with 1.9M reactions from patents (1976-2016). Task: Predict the reactants needed to synthesize the given product. (1) Given the product [Cl:1][C:2]1[CH:7]=[CH:6][C:5]([NH:8][C:9](=[O:27])[NH:10][C:11]2[CH:12]=[CH:13][C:14]([O:15][C:16]3[CH:21]=[CH:20][N:19]=[C:18]([C:22]([NH:65][O:64][CH3:63])=[O:24])[CH:17]=3)=[CH:25][CH:26]=2)=[CH:4][C:3]=1[C:28]([F:29])([F:31])[F:30], predict the reactants needed to synthesize it. The reactants are: [Cl:1][C:2]1[CH:7]=[CH:6][C:5]([NH:8][C:9](=[O:27])[NH:10][C:11]2[CH:26]=[CH:25][C:14]([O:15][C:16]3[CH:21]=[CH:20][N:19]=[C:18]([C:22]([OH:24])=O)[CH:17]=3)=[CH:13][CH:12]=2)=[CH:4][C:3]=1[C:28]([F:31])([F:30])[F:29].CCN=C=NCCCN(C)C.C1C=CC2N(O)N=NC=2C=1.CCN(C(C)C)C(C)C.Cl.[CH3:63][O:64][NH2:65]. (2) Given the product [F:1][C:2]1[CH:3]=[CH:4][C:5]([CH2:8][CH2:9][C@@:10]([OH:18])([CH:15]([CH3:16])[CH3:17])[CH2:11][C:12]([OH:14])=[O:13])=[CH:6][CH:7]=1, predict the reactants needed to synthesize it. The reactants are: [F:1][C:2]1[CH:7]=[CH:6][C:5]([CH2:8][CH2:9][C@:10]([OH:18])([CH:15]([CH3:17])[CH3:16])[CH2:11][C:12]([OH:14])=[O:13])=[CH:4][CH:3]=1.Cl.C[C@@H](N)C1C=CC=CC=1.C(O)(C)C. (3) Given the product [Cl:11][C:12]1[N:17]=[C:16]([NH:9][C:5]2[CH:6]=[CH:7][CH:8]=[C:3]([O:2][CH3:1])[C:4]=2[CH3:10])[CH:15]=[CH:14][N:13]=1, predict the reactants needed to synthesize it. The reactants are: [CH3:1][O:2][C:3]1[C:4]([CH3:10])=[C:5]([NH2:9])[CH:6]=[CH:7][CH:8]=1.[Cl:11][C:12]1[N:17]=[C:16](Cl)[CH:15]=[CH:14][N:13]=1. (4) Given the product [NH2:34][C:31]1[C:9]2[C:10](=[O:30])[CH:11]=[C:12]([C:14]3[CH:19]=[CH:18][C:17]([NH:20][C:21](=[O:28])[CH2:22][CH2:23][CH2:24][N:25]([CH3:26])[CH3:27])=[C:16]([F:29])[CH:15]=3)[O:13][C:8]=2[C:7]([F:35])=[C:6]([CH2:5][OH:4])[C:32]=1[F:33], predict the reactants needed to synthesize it. The reactants are: C([O:4][CH2:5][C:6]1[C:32]([F:33])=[C:31]([NH2:34])[C:9]2[C:10](=[O:30])[CH:11]=[C:12]([C:14]3[CH:19]=[CH:18][C:17]([NH:20][C:21](=[O:28])[CH2:22][CH2:23][CH2:24][N:25]([CH3:27])[CH3:26])=[C:16]([F:29])[CH:15]=3)[O:13][C:8]=2[C:7]=1[F:35])(=O)C.[OH-].[Na+].O. (5) Given the product [CH2:39]([O:38][CH:5]([CH2:6][C:7]1[CH:12]=[CH:11][C:10]([O:13][CH:14]([C:21]2[S:25][C:24]([C:26]3[CH:31]=[CH:30][C:29]([C:32]([F:33])([F:34])[F:35])=[CH:28][CH:27]=3)=[N:23][C:22]=2[CH3:36])[C:15]2[CH:16]=[CH:17][CH:18]=[CH:19][CH:20]=2)=[CH:9][C:8]=1[CH3:37])[C:4]([OH:41])=[O:3])[CH3:40], predict the reactants needed to synthesize it. The reactants are: C([O:3][C:4](=[O:41])[CH:5]([O:38][CH2:39][CH3:40])[CH2:6][C:7]1[CH:12]=[CH:11][C:10]([O:13][CH:14]([C:21]2[S:25][C:24]([C:26]3[CH:31]=[CH:30][C:29]([C:32]([F:35])([F:34])[F:33])=[CH:28][CH:27]=3)=[N:23][C:22]=2[CH3:36])[C:15]2[CH:20]=[CH:19][CH:18]=[CH:17][CH:16]=2)=[CH:9][C:8]=1[CH3:37])C.[Li+].[OH-]. (6) Given the product [F:45][CH2:37][C:32]1[N:33]=[N:34][N:35]([CH3:36])[C:31]=1[C:28]1[CH:29]=[N:30][C:9]2[C:8]3[CH:7]=[CH:6][C:5]([S:2]([CH3:1])(=[O:4])=[O:3])=[CH:13][C:12]=3[N:11]([C@@H:14]([CH:21]3[CH2:26][CH2:25][O:24][CH2:23][CH2:22]3)[C:15]3[CH:20]=[CH:19][CH:18]=[CH:17][CH:16]=3)[C:10]=2[CH:27]=1, predict the reactants needed to synthesize it. The reactants are: [CH3:1][S:2]([C:5]1[CH:6]=[CH:7][C:8]2[C:9]3[N:30]=[CH:29][C:28]([C:31]4[N:35]([CH3:36])[N:34]=[N:33][C:32]=4[CH2:37]O)=[CH:27][C:10]=3[N:11]([C@@H:14]([CH:21]3[CH2:26][CH2:25][O:24][CH2:23][CH2:22]3)[C:15]3[CH:20]=[CH:19][CH:18]=[CH:17][CH:16]=3)[C:12]=2[CH:13]=1)(=[O:4])=[O:3].CCN(S(F)(F)[F:45])CC.C([O-])(O)=O.[Na+]. (7) Given the product [CH:16]1([NH:20][C:21](=[O:22])[NH:23][C:24]2[CH:29]=[CH:28][C:27]([C:30]([N:32]3[CH2:37][CH2:36][N:35]([CH2:5][C:6]4[CH:7]=[C:8]([CH:13]=[CH:14][N:15]=4)[C:9]([O:11][CH3:12])=[O:10])[CH2:34][CH2:33]3)=[O:31])=[CH:26][C:25]=2[F:38])[CH2:17][CH2:18][CH2:19]1, predict the reactants needed to synthesize it. The reactants are: CS([CH2:5][C:6]1[CH:7]=[C:8]([CH:13]=[CH:14][N:15]=1)[C:9]([O:11][CH3:12])=[O:10])(=O)=O.[CH:16]1([NH:20][C:21]([NH:23][C:24]2[CH:29]=[CH:28][C:27]([C:30]([N:32]3[CH2:37][CH2:36][NH:35][CH2:34][CH2:33]3)=[O:31])=[CH:26][C:25]=2[F:38])=[O:22])[CH2:19][CH2:18][CH2:17]1.C(=O)([O-])[O-].[K+].[K+].